Dataset: HIV replication inhibition screening data with 41,000+ compounds from the AIDS Antiviral Screen. Task: Binary Classification. Given a drug SMILES string, predict its activity (active/inactive) in a high-throughput screening assay against a specified biological target. (1) The compound is CC#CC(O)(C#CC)C(=O)OC1CN2CCC1CC2. The result is 0 (inactive). (2) The drug is COc1cccc2c1[OH+][Mn+2]1(O)[O+]=C(c3ccncc3)[N-][N+]1=C2. The result is 0 (inactive).